Task: Predict the reactants needed to synthesize the given product.. Dataset: Full USPTO retrosynthesis dataset with 1.9M reactions from patents (1976-2016) (1) The reactants are: [NH2:1][CH2:2][CH2:3][CH2:4][CH2:5][CH2:6][OH:7].Cl[C:9]1[C:14]([N+:15]([O-:17])=[O:16])=[CH:13][CH:12]=[CH:11][C:10]=1[N+:18]([O-:20])=[O:19].C(N(CC)CC)C.O1CCCC1. Given the product [N+:15]([C:14]1[CH:13]=[CH:12][CH:11]=[C:10]([N+:18]([O-:20])=[O:19])[C:9]=1[NH:1][CH2:2][CH2:3][CH2:4][CH2:5][CH2:6][OH:7])([O-:17])=[O:16], predict the reactants needed to synthesize it. (2) Given the product [CH3:35][O:36][C:37](=[O:41])[CH2:38][CH2:39][NH:40][C:20]([C:18]1[S:19][C:15]([C:10]2([CH2:9][O:8][C:6]3[CH:5]=[C:4]([CH3:23])[C:3]([C:24]4[CH:25]=[CH:26][C:27]([C:30]([F:32])([F:33])[F:31])=[CH:28][CH:29]=4)=[C:2]([CH3:1])[CH:7]=3)[CH2:11][CH:12]=[CH:13][CH2:14]2)=[CH:16][CH:17]=1)=[O:21], predict the reactants needed to synthesize it. The reactants are: [CH3:1][C:2]1[CH:7]=[C:6]([O:8][CH2:9][C:10]2([C:15]3[S:19][C:18]([C:20](O)=[O:21])=[CH:17][CH:16]=3)[CH2:14][CH:13]=[CH:12][CH2:11]2)[CH:5]=[C:4]([CH3:23])[C:3]=1[C:24]1[CH:29]=[CH:28][C:27]([C:30]([F:33])([F:32])[F:31])=[CH:26][CH:25]=1.Cl.[CH3:35][O:36][C:37](=[O:41])[CH2:38][CH2:39][NH2:40].O.ON1C2C=CC=CC=2N=N1.C(N(CC)C(C)C)(C)C.Cl.CN(C)CCCN=C=NCC. (3) Given the product [NH:16]1[CH:17]=[C:13]([CH2:12][CH2:11][CH2:10][CH2:9][C:6]2[CH:5]=[CH:4][C:3]([OH:2])=[CH:8][CH:7]=2)[N:14]=[N:15]1, predict the reactants needed to synthesize it. The reactants are: C[O:2][C:3]1[CH:8]=[CH:7][C:6]([CH2:9][CH2:10][CH2:11][CH2:12][C:13]2[N:14]=[N:15][NH:16][CH:17]=2)=[CH:5][CH:4]=1.Br.[OH-].[Na+]. (4) The reactants are: [CH3:1][O:2][C:3](=[O:27])[CH2:4][CH2:5][CH2:6][CH2:7][CH2:8][O:9][C:10]1[CH:11]=[CH:12][C:13]2[N:17]=[C:16]([SH:18])[N:15]([C:19]3[CH:24]=[CH:23][C:22]([CH3:25])=[CH:21][CH:20]=3)[C:14]=2[CH:26]=1.Cl[C:29]1[CH:34]=[CH:33][CH:32]=[CH:31][N:30]=1. Given the product [CH3:1][O:2][C:3](=[O:27])[CH2:4][CH2:5][CH2:6][CH2:7][CH2:8][O:9][C:10]1[CH:11]=[CH:12][C:13]2[N:17]=[C:16]([S:18][C:29]3[CH:34]=[CH:33][CH:32]=[CH:31][N:30]=3)[N:15]([C:19]3[CH:20]=[CH:21][C:22]([CH3:25])=[CH:23][CH:24]=3)[C:14]=2[CH:26]=1, predict the reactants needed to synthesize it. (5) Given the product [CH3:23][C:17]1[CH:18]=[C:19]([CH3:22])[CH:20]=[CH:21][C:16]=1[N:13]1[CH2:14][CH2:15][N:10]([C:8]([C:5]2[CH:6]=[CH:7][C:2]([N:28]3[CH2:31][CH2:30][C:29]3=[O:32])=[CH:3][C:4]=2[S:24]([CH3:27])(=[O:26])=[O:25])=[O:9])[CH2:11][CH2:12]1, predict the reactants needed to synthesize it. The reactants are: Br[C:2]1[CH:7]=[CH:6][C:5]([C:8]([N:10]2[CH2:15][CH2:14][N:13]([C:16]3[CH:21]=[CH:20][C:19]([CH3:22])=[CH:18][C:17]=3[CH3:23])[CH2:12][CH2:11]2)=[O:9])=[C:4]([S:24]([CH3:27])(=[O:26])=[O:25])[CH:3]=1.[NH:28]1[CH2:31][CH2:30][C:29]1=[O:32]. (6) Given the product [OH:1][C:2]1[CH:10]=[N:9][CH:8]=[CH:7][C:3]=1[C:4]([O:6][CH2:11][CH3:12])=[O:5], predict the reactants needed to synthesize it. The reactants are: [OH:1][C:2]1[CH:10]=[N:9][CH:8]=[CH:7][C:3]=1[C:4]([OH:6])=[O:5].[CH3:11][CH2:12]O.S(=O)(=O)(O)O.